From a dataset of Forward reaction prediction with 1.9M reactions from USPTO patents (1976-2016). Predict the product of the given reaction. (1) Given the reactants Br[C:2]1[CH:7]=[CH:6][CH:5]=[CH:4][C:3]=1[S:8]([NH2:11])(=[O:10])=[O:9].[C:12]([C:15]1[CH:20]=[CH:19][C:18](B(O)O)=[CH:17][CH:16]=1)([OH:14])=[O:13].S([O-])([O-])(=O)=O.[Na+].[Na+].Cl, predict the reaction product. The product is: [NH2:11][S:8]([C:3]1[CH:4]=[CH:5][CH:6]=[CH:7][C:2]=1[C:18]1[CH:19]=[CH:20][C:15]([C:12]([OH:14])=[O:13])=[CH:16][CH:17]=1)(=[O:10])=[O:9]. (2) The product is: [N:2]1[CH:7]=[CH:6][CH:5]=[CH:4][C:3]=1[N:8]([CH2:32][CH2:33][C:34]([O:36][CH2:37][CH3:38])=[O:35])[C:9]([C:11]1[CH:31]=[CH:30][C:14]2[N:15]([CH3:29])[C:16]([CH2:18][CH2:19][C:20]3[CH:25]=[CH:24][C:23]([C:26](=[NH:27])[NH:28][C:40]([O:42][CH2:43][CH2:44][CH2:45][CH2:46][CH2:47][CH3:48])=[O:41])=[CH:22][CH:21]=3)=[N:17][C:13]=2[CH:12]=1)=[O:10]. Given the reactants Cl.[N:2]1[CH:7]=[CH:6][CH:5]=[CH:4][C:3]=1[N:8]([CH2:32][CH2:33][C:34]([O:36][CH2:37][CH3:38])=[O:35])[C:9]([C:11]1[CH:31]=[CH:30][C:14]2[N:15]([CH3:29])[C:16]([CH2:18][CH2:19][C:20]3[CH:25]=[CH:24][C:23]([C:26](=[NH:28])[NH2:27])=[CH:22][CH:21]=3)=[N:17][C:13]=2[CH:12]=1)=[O:10].Cl[C:40]([O:42][CH2:43][CH2:44][CH2:45][CH2:46][CH2:47][CH3:48])=[O:41], predict the reaction product.